Dataset: hERG Central: cardiac toxicity at 1µM, 10µM, and general inhibition. Task: Predict hERG channel inhibition at various concentrations. The compound is COc1ccc2nc(C)cc(N3CCN(c4ccccc4)CC3)c2c1. Results: hERG_inhib (hERG inhibition (general)): blocker.